This data is from Forward reaction prediction with 1.9M reactions from USPTO patents (1976-2016). The task is: Predict the product of the given reaction. (1) Given the reactants COC1C=CC(C[NH:8][C:9]2[N:14]=[C:13]([C:15]([N:17]3[CH2:22][CH2:21][CH:20]([N:23]4[CH2:27][CH2:26][CH2:25][CH2:24]4)[CH2:19][CH2:18]3)=[O:16])[C:12]([CH3:28])=[CH:11][C:10]=2[C:29]2[CH:34]=[CH:33][CH:32]=[C:31]([C:35]([F:38])([F:37])[F:36])[CH:30]=2)=CC=1.FC(F)(F)C(O)=O.C(=O)([O-])[O-].[Na+].[Na+], predict the reaction product. The product is: [NH2:8][C:9]1[N:14]=[C:13]([C:15]([N:17]2[CH2:22][CH2:21][CH:20]([N:23]3[CH2:24][CH2:25][CH2:26][CH2:27]3)[CH2:19][CH2:18]2)=[O:16])[C:12]([CH3:28])=[CH:11][C:10]=1[C:29]1[CH:34]=[CH:33][CH:32]=[C:31]([C:35]([F:38])([F:37])[F:36])[CH:30]=1. (2) Given the reactants [CH3:1][C:2]1[S:6][C:5]([NH:7][C:8](=[O:14])[O:9][C:10]([CH3:13])([CH3:12])[CH3:11])=[CH:4][CH:3]=1.[Br:15]Br.O.[OH-].[Na+], predict the reaction product. The product is: [Br:15][C:4]1[CH:3]=[C:2]([CH3:1])[S:6][C:5]=1[NH:7][C:8](=[O:14])[O:9][C:10]([CH3:11])([CH3:13])[CH3:12]. (3) Given the reactants N1(C2[CH2:15][N:14]([CH2:16][C:17]3[CH:22]=[CH:21][C:20]([N+:23]([O-:25])=[O:24])=[CH:19][CH:18]=3)[CH2:13][CH2:12]C2OC2C(N3C4C(=CC=CC=4)C=N3)[CH2:15][N:14]([CH2:16][C:17]3[CH:22]=[CH:21][C:20]([N+:23]([O-:25])=[O:24])=[CH:19][CH:18]=3)[CH2:13][CH2:12]2)C2C(=CC=CC=2)C=N1.[C:65]1(P([C:65]2[CH:70]=[CH:69][CH:68]=[CH:67][CH:66]=2)[C:65]2[CH:70]=[CH:69][CH:68]=[CH:67][CH:66]=2)[CH:70]=[CH:69][CH:68]=[CH:67][CH:66]=1.[N:71]([C:78](OCC)=O)=[N:72]C(OCC)=O.[C:83](=[O:86])([O-])O.[Na+], predict the reaction product. The product is: [NH:72]1[C:66]2[C:65](=[CH:70][C:69]([O:86][C@H:83]3[CH2:12][CH2:13][N:14]([CH2:16][C:17]4[CH:18]=[CH:19][C:20]([N+:23]([O-:25])=[O:24])=[CH:21][CH:22]=4)[CH2:15]3)=[CH:68][CH:67]=2)[CH:78]=[N:71]1. (4) Given the reactants [Cl:1][C:2]1[CH:7]=[CH:6][C:5]([CH2:8][NH:9][C@@H:10]([C:12]2[CH:17]=[CH:16][CH:15]=[C:14]([Cl:18])[CH:13]=2)[CH3:11])=[CH:4][C:3]=1[OH:19].C1(P(C2C=CC=CC=2)C2C=CC=CC=2)C=CC=CC=1.N(C(OC(C)C)=O)=NC(OC(C)C)=O.[N:53]1[CH:58]=[CH:57][CH:56]=[CH:55][C:54]=1[CH:59](O)[CH3:60], predict the reaction product. The product is: [Cl:1][C:2]1[CH:7]=[CH:6][C:5]([CH2:8][NH:9][C@@H:10]([C:12]2[CH:17]=[CH:16][CH:15]=[C:14]([Cl:18])[CH:13]=2)[CH3:11])=[CH:4][C:3]=1[O:19][CH:59]([C:54]1[CH:55]=[CH:56][CH:57]=[CH:58][N:53]=1)[CH3:60]. (5) The product is: [CH3:1][C:2]1[CH:7]=[CH:6][CH:5]=[CH:4][C:3]=1[NH:8][C:9]1[N:14]2[N:15]=[CH:16][C:17]([C:18]([NH:44][S:41]([C:40]3[C:36]([CH3:35])=[N:37][O:38][C:39]=3[CH3:45])(=[O:42])=[O:43])=[O:20])=[C:13]2[N:12]=[CH:11][C:10]=1[C:21]([N:23]1[CH2:24][CH2:25][CH:26]([C:29]2[CH:30]=[CH:31][CH:32]=[CH:33][CH:34]=2)[CH2:27][CH2:28]1)=[O:22]. Given the reactants [CH3:1][C:2]1[CH:7]=[CH:6][CH:5]=[CH:4][C:3]=1[NH:8][C:9]1[N:14]2[N:15]=[CH:16][C:17]([C:18]([OH:20])=O)=[C:13]2[N:12]=[CH:11][C:10]=1[C:21]([N:23]1[CH2:28][CH2:27][CH:26]([C:29]2[CH:34]=[CH:33][CH:32]=[CH:31][CH:30]=2)[CH2:25][CH2:24]1)=[O:22].[CH3:35][C:36]1[C:40]([S:41]([NH2:44])(=[O:43])=[O:42])=[C:39]([CH3:45])[O:38][N:37]=1, predict the reaction product. (6) Given the reactants [Si]([O:8][CH2:9][CH2:10][N:11]([CH:45]([CH3:47])[CH3:46])[C:12]([C:14]1[C:19]([O:20][CH2:21][C:22]2[CH:27]=[CH:26][CH:25]=[CH:24][CH:23]=2)=[C:18]([OH:28])[N:17]=[C:16]([CH2:29][C:30]2([C:35]3[CH:44]=[CH:43][C:42]4[C:37](=[CH:38][CH:39]=[CH:40][CH:41]=4)[CH:36]=3)[CH2:34][CH2:33][CH2:32][CH2:31]2)[N:15]=1)=[O:13])(C(C)(C)C)(C)C.OCCN(C(C)C)C(C1C(OCC2C=CC=CC=2)=C(O)N=C(CC2(C3C=C(Cl)C=CC=3Cl)CCCC2)N=1)=O, predict the reaction product. The product is: [OH:8][CH2:9][CH2:10][N:11]([CH:45]([CH3:47])[CH3:46])[C:12]([C:14]1[C:19]([O:20][CH2:21][C:22]2[CH:23]=[CH:24][CH:25]=[CH:26][CH:27]=2)=[C:18]([OH:28])[N:17]=[C:16]([CH2:29][C:30]2([C:35]3[CH:44]=[CH:43][C:42]4[C:37](=[CH:38][CH:39]=[CH:40][CH:41]=4)[CH:36]=3)[CH2:31][CH2:32][CH2:33][CH2:34]2)[N:15]=1)=[O:13]. (7) Given the reactants [NH:1]1[CH2:5][CH2:4][CH2:3][CH2:2]1.CCN(C(C)C)C(C)C.[N:15]1[C:22]([Cl:23])=[N:21][C:19](Cl)=[N:18][C:16]=1Cl.Cl.[C:25]1([S:31]([N:34]2[CH2:39][CH2:38][CH:37]([NH2:40])[CH2:36][CH2:35]2)(=[O:33])=[O:32])[CH:30]=[CH:29][CH:28]=[CH:27][CH:26]=1, predict the reaction product. The product is: [C:25]1([S:31]([N:34]2[CH2:35][CH2:36][CH:37]([NH:40][C:16]3[N:15]=[C:22]([Cl:23])[N:21]=[C:19]([N:1]4[CH2:5][CH2:4][CH2:3][CH2:2]4)[N:18]=3)[CH2:38][CH2:39]2)(=[O:32])=[O:33])[CH:30]=[CH:29][CH:28]=[CH:27][CH:26]=1.